From a dataset of Catalyst prediction with 721,799 reactions and 888 catalyst types from USPTO. Predict which catalyst facilitates the given reaction. (1) Reactant: Cl[C:2]1[CH:7]=[CH:6][C:5]([NH:8][C:9]([NH:11][C:12]2[CH:17]=[CH:16][CH:15]=[C:14]([C:18]3[CH:23]=[CH:22][CH:21]=[C:20]([N:24]4[CH2:28][CH2:27][CH2:26][CH2:25]4)[N:19]=3)[CH:13]=2)=[O:10])=[CH:4][CH:3]=1.[CH3:29][O:30]C1C=C(C=CC=1)N.CCN(C(C)C)C(C)C. Product: [CH3:29][O:30][C:3]1[CH:4]=[C:5]([NH:8][C:9]([NH:11][C:12]2[CH:17]=[CH:16][CH:15]=[C:14]([C:18]3[CH:23]=[CH:22][CH:21]=[C:20]([N:24]4[CH2:28][CH2:27][CH2:26][CH2:25]4)[N:19]=3)[CH:13]=2)=[O:10])[CH:6]=[CH:7][CH:2]=1. The catalyst class is: 3. (2) Reactant: C=O.[CH2:3]([C@@H:11]1[NH:16][CH2:15][CH2:14][N:13]([C:17]2[C:23]3[CH:24]=[CH:25][CH:26]=[CH:27][C:22]=3[S:21][C:20]3[CH:28]=[CH:29][CH:30]=[CH:31][C:19]=3[N:18]=2)[CH2:12]1)[CH2:4][C:5]1[CH:10]=[CH:9][CH:8]=[CH:7][CH:6]=1.[C:32](O[BH-](OC(=O)C)OC(=O)C)(=O)C.[Na+]. Product: [CH3:32][N:16]1[CH2:15][CH2:14][N:13]([C:17]2[C:23]3[CH:24]=[CH:25][CH:26]=[CH:27][C:22]=3[S:21][C:20]3[CH:28]=[CH:29][CH:30]=[CH:31][C:19]=3[N:18]=2)[CH2:12][C@@H:11]1[CH2:3][CH2:4][C:5]1[CH:6]=[CH:7][CH:8]=[CH:9][CH:10]=1. The catalyst class is: 68. (3) Reactant: C(=O)([O-])[O-].[Na+].[Na+].COCCOC.[F:13][C:14]1[CH:19]=[C:18](I)[CH:17]=[CH:16][N:15]=1.[CH:21]1[C:30]2[C:25](=[CH:26][CH:27]=[CH:28][CH:29]=2)[CH:24]=[CH:23][C:22]=1B(O)O. Product: [F:13][C:14]1[CH:19]=[C:18]([C:23]2[CH:22]=[CH:21][C:30]3[C:25](=[CH:26][CH:27]=[CH:28][CH:29]=3)[CH:24]=2)[CH:17]=[CH:16][N:15]=1. The catalyst class is: 103. (4) The catalyst class is: 403. Reactant: Cl[C:2]1[CH:7]=[CH:6][C:5]([CH:8]=[CH:9][C:10]([NH:12][C:13]2[CH:22]=[CH:21][C:16]([C:17]([O:19]C)=[O:18])=[C:15]([OH:23])[CH:14]=2)=[O:11])=[CH:4][CH:3]=1.C([O-])=O.[NH4+].[OH-].[Na+]. Product: [C:5]1([CH2:8][CH2:9][C:10]([NH:12][C:13]2[CH:22]=[CH:21][C:16]([C:17]([OH:19])=[O:18])=[C:15]([OH:23])[CH:14]=2)=[O:11])[CH:4]=[CH:3][CH:2]=[CH:7][CH:6]=1. (5) Reactant: Br[C:2]1[C:11]2[C:6](=[C:7]([C:13]#[N:14])[CH:8]=[C:9]([OH:12])[CH:10]=2)[C:5](=[O:15])[N:4]([C:16]2[CH:21]=[CH:20][C:19]([OH:22])=[CH:18][CH:17]=2)[CH:3]=1.C(=O)([O-])[O-].[Cs+].[Cs+].[F:29][C:30]1[CH:31]=[C:32](B(O)O)[CH:33]=[C:34]([F:37])[C:35]=1[F:36]. Product: [OH:12][C:9]1[CH:10]=[C:11]2[C:6](=[C:7]([C:13]#[N:14])[CH:8]=1)[C:5](=[O:15])[N:4]([C:16]1[CH:21]=[CH:20][C:19]([OH:22])=[CH:18][CH:17]=1)[CH:3]=[C:2]2[C:32]1[CH:31]=[C:30]([F:29])[C:35]([F:36])=[C:34]([F:37])[CH:33]=1. The catalyst class is: 73. (6) Reactant: [OH:1][C:2]1[CH:7]=[C:6]([Cl:8])[CH:5]=[CH:4][C:3]=1[C:9](=[O:21])[CH:10]=[CH:11][C:12]1[CH:17]=[C:16]([CH3:18])[C:15]([OH:19])=[C:14]([CH3:20])[CH:13]=1.II. The catalyst class is: 16. Product: [CH3:20][C:14]1[CH:13]=[C:12]([C:11]2[O:1][C:2]3[CH:7]=[C:6]([Cl:8])[CH:5]=[CH:4][C:3]=3[C:9](=[O:21])[CH:10]=2)[CH:17]=[C:16]([CH3:18])[C:15]=1[OH:19].